This data is from Full USPTO retrosynthesis dataset with 1.9M reactions from patents (1976-2016). The task is: Predict the reactants needed to synthesize the given product. (1) Given the product [CH2:18]([C:17]1[NH:7][C:8]2[C:9]([CH:16]=1)=[C:10]([O:23][CH3:22])[CH:11]=[CH:12][CH:13]=2)[CH3:19], predict the reactants needed to synthesize it. The reactants are: C(OC(=O)[NH:7][C:8]1[CH:13]=[C:12](OC)[CH:11]=[CH:10][C:9]=1[CH2:16][C:17](=O)[CH2:18][CH3:19])(C)(C)C.[C:22](O)(C(F)(F)F)=[O:23]. (2) Given the product [CH:32]([O:30][C:29]([C@H:25]1[CH2:26][CH2:27][CH2:28][N:24]1[C:22]([C:15]1[N:16]2[C:17]([CH2:18][O:19][CH2:20][CH2:21]2)=[C:13]([C:11](=[O:12])[NH:10][C@@H:7]([C:1]2[CH:6]=[CH:5][CH:4]=[CH:3][CH:2]=2)[CH2:8][CH3:9])[CH:14]=1)=[O:23])=[O:31])([CH3:34])[CH3:33], predict the reactants needed to synthesize it. The reactants are: [C:1]1([C@H:7]([NH:10][C:11]([C:13]2[CH:14]=[C:15]([C:22]([N:24]3[CH2:28][CH2:27][CH2:26][C@@H:25]3[C:29]([OH:31])=[O:30])=[O:23])[N:16]3[CH2:21][CH2:20][O:19][CH2:18][C:17]=23)=[O:12])[CH2:8][CH3:9])[CH:6]=[CH:5][CH:4]=[CH:3][CH:2]=1.[CH:32](O)([CH3:34])[CH3:33]. (3) Given the product [NH2:1][CH2:4][C@H:5]1[O:9][C@@H:8]([N:10]2[CH:17]=[CH:16][C:14](=[O:15])[NH:13][C:11]2=[O:12])[C@H:7]([OH:18])[C@@H:6]1[OH:19], predict the reactants needed to synthesize it. The reactants are: [N:1]([CH2:4][C@H:5]1[O:9][C@@H:8]([N:10]2[CH:17]=[CH:16][C:14](=[O:15])[NH:13][C:11]2=[O:12])[C@H:7]([OH:18])[C@@H:6]1[OH:19])=[N+]=[N-]. (4) Given the product [C:1]([C@@:3]([CH2:27][C:28]1[CH:29]=[N:30][CH:31]=[CH:32][CH:33]=1)([C@@H:8]([C:19]1[CH:24]=[CH:23][CH:22]=[CH:21][C:20]=1[O:25][CH3:26])[C:9]1[C:18]2[C:13](=[CH:14][CH:15]=[CH:16][CH:17]=2)[CH:12]=[CH:11][CH:10]=1)[C:4]([O:6][CH3:7])=[O:5])#[N:2], predict the reactants needed to synthesize it. The reactants are: [C:1]([C@:3]([CH2:27][C:28]1[CH:29]=[N:30][CH:31]=[CH:32][CH:33]=1)([C@H:8]([C:19]1[CH:24]=[CH:23][CH:22]=[CH:21][C:20]=1[O:25][CH3:26])[C:9]1[C:18]2[C:13](=[CH:14][CH:15]=[CH:16][CH:17]=2)[CH:12]=[CH:11][CH:10]=1)[C:4]([O:6][CH3:7])=[O:5])#[N:2]. (5) Given the product [CH3:1][O:2][C:3]([C:5]1[N:6]=[C:7]([CH2:23][CH:24]2[CH2:28][CH2:27][CH2:26][CH2:25]2)[C:8]2[C:13]([CH:14]=1)=[CH:12][CH:11]=[C:10]([C:29]([OH:32])=[O:31])[CH:9]=2)=[O:4], predict the reactants needed to synthesize it. The reactants are: [CH3:1][O:2][C:3]([C:5]1[N:6]=[C:7]([CH2:23][CH:24]2[CH2:28][CH2:27][CH2:26][CH2:25]2)[C:8]2[C:13]([CH:14]=1)=[CH:12][CH:11]=[C:10](OS(C(F)(F)F)(=O)=O)[CH:9]=2)=[O:4].[C:29]([O-:32])(=[O:31])C.[K+].C1C=CC(P(C2C=CC=CC=2)CCCP(C2C=CC=CC=2)C2C=CC=CC=2)=CC=1. (6) Given the product [CH2:24]([N:5]1[CH2:6][CH2:7][C:2]([C:8]2[CH:13]=[CH:12][CH:11]=[C:10]([C:14]([F:17])([F:15])[F:16])[CH:9]=2)([OH:1])[CH2:3][CH2:4]1)[C:25]1[CH:30]=[CH:29][CH:28]=[CH:27][CH:26]=1, predict the reactants needed to synthesize it. The reactants are: [OH:1][C:2]1([C:8]2[CH:13]=[CH:12][CH:11]=[C:10]([C:14]([F:17])([F:16])[F:15])[CH:9]=2)[CH2:7][CH2:6][NH:5][CH2:4][CH2:3]1.C([O-])([O-])=O.[K+].[K+].[CH2:24](Br)[C:25]1[CH:30]=[CH:29][CH:28]=[CH:27][CH:26]=1.